Dataset: Forward reaction prediction with 1.9M reactions from USPTO patents (1976-2016). Task: Predict the product of the given reaction. (1) Given the reactants Cl[C:2]1[N:3]=[C:4]([N:12]2[CH2:17][CH2:16][O:15][CH2:14][CH2:13]2)[C:5]2[S:10][C:9](I)=[CH:8][C:6]=2[N:7]=1.CC1(C)C(C)(C)OB([C:26]2[CH:27]=[CH:28][C:29]([NH2:32])=[N:30][CH:31]=2)O1, predict the reaction product. The product is: [NH2:32][C:29]1[N:30]=[CH:31][C:26]([C:2]2[N:3]=[C:4]([N:12]3[CH2:17][CH2:16][O:15][CH2:14][CH2:13]3)[C:5]3[S:10][C:9]([C:26]4[CH:27]=[CH:28][C:29]([NH2:32])=[N:30][CH:31]=4)=[CH:8][C:6]=3[N:7]=2)=[CH:27][CH:28]=1. (2) Given the reactants CC1(C)C(C)(C)OB([C:9]2[CH:10]=[N:11][NH:12][CH:13]=2)O1.C(=O)([O-])[O-].[Na+].[Na+].Br[C:22]1[CH:49]=[CH:48][C:25]2[N:26]([C:29]3[S:33][C:32]([C:34]([O:36][CH3:37])=[O:35])=[C:31]([O:38][C@@H:39]([C:41]4[CH:46]=[CH:45][CH:44]=[CH:43][C:42]=4[Cl:47])[CH3:40])[CH:30]=3)[CH:27]=[N:28][C:24]=2[CH:23]=1, predict the reaction product. The product is: [Cl:47][C:42]1[CH:43]=[CH:44][CH:45]=[CH:46][C:41]=1[C@H:39]([O:38][C:31]1[CH:30]=[C:29]([N:26]2[C:25]3[CH:48]=[CH:49][C:22]([C:9]4[CH:13]=[N:12][NH:11][CH:10]=4)=[CH:23][C:24]=3[N:28]=[CH:27]2)[S:33][C:32]=1[C:34]([O:36][CH3:37])=[O:35])[CH3:40]. (3) Given the reactants [CH3:1][C:2]1([CH3:32])[C:10]2[CH:9]=[N:8][C:7]([NH:11][CH:12]3[CH2:17][CH2:16][O:15][CH2:14][CH2:13]3)=[N:6][C:5]=2[CH:4](C(OC)=O)[N:3]1C(OCC1C=CC=CC=1)=O, predict the reaction product. The product is: [CH3:1][C:2]1([CH3:32])[C:10]2[CH:9]=[N:8][C:7]([NH:11][CH:12]3[CH2:17][CH2:16][O:15][CH2:14][CH2:13]3)=[N:6][C:5]=2[CH2:4][NH:3]1. (4) Given the reactants [CH3:1][O:2][C:3]([C:5]1[S:16][C:8]2[N:9]=[C:10](SC)[N:11]=[C:12]([Cl:13])[C:7]=2[CH:6]=1)=[O:4].O[O:18][S:19]([O-:21])=O.[K+].[CH2:23]1COCC1, predict the reaction product. The product is: [CH3:1][O:2][C:3]([C:5]1[S:16][C:8]2[N:9]=[C:10]([S:19]([CH3:23])(=[O:21])=[O:18])[N:11]=[C:12]([Cl:13])[C:7]=2[CH:6]=1)=[O:4]. (5) Given the reactants [NH2:1][C:2]1[C:3](O)=[C:4]([CH2:8][C:9]([OH:11])=[O:10])[CH:5]=[CH:6][CH:7]=1.Cl.C([O:16][C:17](=N)[CH2:18][CH2:19][CH2:20][CH2:21][CH3:22])C, predict the reaction product. The product is: [CH2:18]([C:17]1[O:16][C:7]2[CH:6]=[CH:5][C:4]([CH2:8][C:9]([OH:11])=[O:10])=[CH:3][C:2]=2[N:1]=1)[CH2:19][CH2:20][CH2:21][CH3:22]. (6) Given the reactants [CH3:1][S:2]([O:5]S(C)(=O)=O)(=O)=[O:3].[NH2:10][C:11]1[C:20]2[N:21]=[C:22]([CH2:35][O:36][CH2:37][CH3:38])[N:23]([CH2:24][C:25]([NH:28][C:29]([NH:31][CH:32]([CH3:34])[CH3:33])=[O:30])([CH3:27])[CH3:26])[C:19]=2[C:18]2[CH:17]=[CH:16][C:15]([O:39][CH2:40][CH2:41][CH2:42][CH2:43][CH2:44][CH2:45][NH2:46])=[CH:14][C:13]=2[N:12]=1.C(N(CC)CC)C, predict the reaction product. The product is: [NH2:10][C:11]1[C:20]2[N:21]=[C:22]([CH2:35][O:36][CH2:37][CH3:38])[N:23]([CH2:24][C:25]([NH:28][C:29]([NH:31][CH:32]([CH3:34])[CH3:33])=[O:30])([CH3:26])[CH3:27])[C:19]=2[C:18]2[CH:17]=[CH:16][C:15]([O:39][CH2:40][CH2:41][CH2:42][CH2:43][CH2:44][CH2:45][NH:46][S:2]([CH3:1])(=[O:5])=[O:3])=[CH:14][C:13]=2[N:12]=1.